This data is from Peptide-MHC class II binding affinity with 134,281 pairs from IEDB. The task is: Regression. Given a peptide amino acid sequence and an MHC pseudo amino acid sequence, predict their binding affinity value. This is MHC class II binding data. (1) The peptide sequence is TASKLLEDRVGLNHI. The binding affinity (normalized) is 0.443. The MHC is DRB3_0101 with pseudo-sequence DRB3_0101. (2) The peptide sequence is AFILDGDNLFPKK. The MHC is DRB1_0401 with pseudo-sequence DRB1_0401. The binding affinity (normalized) is 0.555.